From a dataset of Reaction yield outcomes from USPTO patents with 853,638 reactions. Predict the reaction yield, written as a fraction of the theoretical maximum amount of product (1.0 means a 100% yield; for example, 0.34 means a 34% yield). (1) The reactants are N[C:2]1[CH:7]=[C:6]([CH3:8])[CH:5]=[CH:4][C:3]=1[C:9]1[CH:14]=[CH:13][C:12]([CH3:15])=[CH:11][C:10]=1[NH2:16].C(C1C=CC=CC=1S(O)(=O)=O)CCCCCCCCCCC. The catalyst is C(C1C=C(C)C=C(C)C=1)(C)(C)C. The product is [CH3:15][C:12]1[CH:13]=[CH:14][C:9]2[C:3]3[C:2](=[CH:7][C:6]([CH3:8])=[CH:5][CH:4]=3)[NH:16][C:10]=2[CH:11]=1. The yield is 0.950. (2) The reactants are [Cl:1][C:2]1[CH:3]=[CH:4][C:5]([O:34][CH:35]([F:37])[F:36])=[C:6]([C:8]2[N:12](COCC[Si](C)(C)C)[N:11]=[CH:10][C:9]=2[NH:21][C:22]([C:24]2[CH:25]=[N:26][N:27]3[CH:32]=[CH:31][C:30]([NH2:33])=[N:29][C:28]=23)=[O:23])[CH:7]=1.Cl. The catalyst is CO. The product is [Cl:1][C:2]1[CH:3]=[CH:4][C:5]([O:34][CH:35]([F:37])[F:36])=[C:6]([C:8]2[C:9]([NH:21][C:22]([C:24]3[CH:25]=[N:26][N:27]4[CH:32]=[CH:31][C:30]([NH2:33])=[N:29][C:28]=34)=[O:23])=[CH:10][NH:11][N:12]=2)[CH:7]=1. The yield is 0.690. (3) The reactants are Br[C:2]1[CH:7]=[CH:6][C:5]([N+:8]([O-:10])=[O:9])=[CH:4][C:3]=1[CH3:11].CCN(C(C)C)C(C)C.[C:21]([O:25][CH3:26])(=[O:24])[CH:22]=[CH2:23].C1(C)C=CC=CC=1P(C1C=CC=CC=1C)C1C=CC=CC=1C. The catalyst is C(#N)CC.CC([O-])=O.CC([O-])=O.[Pd+2]. The product is [CH3:26][O:25][C:21](=[O:24])[CH:22]=[CH:23][C:2]1[CH:7]=[CH:6][C:5]([N+:8]([O-:10])=[O:9])=[CH:4][C:3]=1[CH3:11]. The yield is 0.910. (4) The reactants are O.O.[Sn](Cl)Cl.Cl.[F:7][C:8]1[CH:24]=[CH:23][C:11]([C:12]([C:14]2[CH:19]=[CH:18][C:17]([N+:20]([O-])=O)=[CH:16][CH:15]=2)=[O:13])=[CH:10][CH:9]=1. The catalyst is COCCOC.CCO. The product is [NH2:20][C:17]1[CH:18]=[CH:19][C:14]([C:12](=[O:13])[C:11]2[CH:23]=[CH:24][C:8]([F:7])=[CH:9][CH:10]=2)=[CH:15][CH:16]=1. The yield is 0.830.